From a dataset of CYP2C9 inhibition data for predicting drug metabolism from PubChem BioAssay. Regression/Classification. Given a drug SMILES string, predict its absorption, distribution, metabolism, or excretion properties. Task type varies by dataset: regression for continuous measurements (e.g., permeability, clearance, half-life) or binary classification for categorical outcomes (e.g., BBB penetration, CYP inhibition). Dataset: cyp2c9_veith. The molecule is OCCn1cnc2c(SCc3ccccc3)ncnc21. The result is 0 (non-inhibitor).